Dataset: Reaction yield outcomes from USPTO patents with 853,638 reactions. Task: Predict the reaction yield, written as a fraction of the theoretical maximum amount of product (1.0 means a 100% yield; for example, 0.34 means a 34% yield). (1) The yield is 0.250. The catalyst is C1(C)C=CC=CC=1. The product is [NH:1]1[CH:5]=[N:4][C:3]([NH:6][C:7](=[O:12])[C:8]([CH3:11])([CH3:10])[CH3:9])=[N:2]1. The reactants are [NH:1]1[CH:5]=[N:4][C:3]([NH2:6])=[N:2]1.[C:7](Cl)(=[O:12])[C:8]([CH3:11])([CH3:10])[CH3:9]. (2) The reactants are [OH:1][CH2:2][CH:3]1[CH2:8][CH2:7][N:6]([C:9]([O:11][C:12]([CH3:15])([CH3:14])[CH3:13])=[O:10])[CH2:5][CH2:4]1.[H-].[Na+].I[CH3:19]. The catalyst is CN(C=O)C. The product is [CH3:19][O:1][CH2:2][CH:3]1[CH2:8][CH2:7][N:6]([C:9]([O:11][C:12]([CH3:15])([CH3:14])[CH3:13])=[O:10])[CH2:5][CH2:4]1. The yield is 0.230. (3) The reactants are [O:1]=[C:2]1[C:7]([CH2:8][C:9]2[CH:14]=[CH:13][C:12]([C:15]3[C:16]([C:21]#[N:22])=[CH:17][CH:18]=[CH:19][CH:20]=3)=[CH:11][CH:10]=2)=[C:6]([CH2:23][CH2:24][CH3:25])[N:5]2[N:26]=[CH:27][N:28]=[C:4]2[NH:3]1.[CH3:29][C:30]1([CH3:42])[CH2:34][C:33]2[CH:35]=[C:36](B(O)O)[CH:37]=[CH:38][C:32]=2[O:31]1.C(N(CC)CC)C.N1C=CC=CC=1. The yield is 1.00. The catalyst is ClCCl.C(OCC)(=O)C.C([O-])(=O)C.[Cu+2].C([O-])(=O)C. The product is [CH3:29][C:30]1([CH3:42])[CH2:34][C:33]2[CH:35]=[C:36]([N:3]3[C:2](=[O:1])[C:7]([CH2:8][C:9]4[CH:10]=[CH:11][C:12]([C:15]5[C:16]([C:21]#[N:22])=[CH:17][CH:18]=[CH:19][CH:20]=5)=[CH:13][CH:14]=4)=[C:6]([CH2:23][CH2:24][CH3:25])[N:5]4[N:26]=[CH:27][N:28]=[C:4]34)[CH:37]=[CH:38][C:32]=2[O:31]1. (4) The reactants are C([N:8]1[CH2:13][CH2:12][C:11]2[O:14][C:15]([C:17]3[CH:22]=[CH:21][C:20]([O:23]CC4C=CC=CC=4)=[CH:19][CH:18]=3)=[N:16][C:10]=2[CH2:9]1)C1C=CC=CC=1.C(OCC)(=O)C. The catalyst is C(O)(=O)C. The product is [O:14]1[C:11]2[CH2:12][CH2:13][NH:8][CH2:9][C:10]=2[N:16]=[C:15]1[C:17]1[CH:22]=[CH:21][C:20]([OH:23])=[CH:19][CH:18]=1. The yield is 1.00. (5) The product is [N:23]1[C:28]2[S:29][CH:30]=[CH:31][C:27]=2[C:26]([N:32]2[CH2:33][CH2:34][CH:35]([O:38][C:1](=[O:2])[NH:20][C:19]3[CH:21]=[CH:22][C:16]([CH:13]([CH3:15])[CH3:14])=[CH:17][CH:18]=3)[CH2:36][CH2:37]2)=[N:25][CH:24]=1. The catalyst is C(Cl)Cl.CN(C1C=CN=CC=1)C. The reactants are [C:1](N1C=CN=C1)(N1C=CN=C1)=[O:2].[CH:13]([C:16]1[CH:22]=[CH:21][C:19]([NH2:20])=[CH:18][CH:17]=1)([CH3:15])[CH3:14].[N:23]1[C:28]2[S:29][CH:30]=[CH:31][C:27]=2[C:26]([N:32]2[CH2:37][CH2:36][CH:35]([OH:38])[CH2:34][CH2:33]2)=[N:25][CH:24]=1. The yield is 0.170. (6) The reactants are [Br:1][C:2]1[CH:7]=[CH:6][C:5]([C:8]2[N:9]=[C:10]([N:13]3[C@H:17]([C:18](OC)=[O:19])[CH2:16][O:15][C:14]3=[O:22])[S:11][CH:12]=2)=[CH:4][CH:3]=1.[BH4-].[Li+]. The catalyst is O1CCCC1. The product is [Br:1][C:2]1[CH:7]=[CH:6][C:5]([C:8]2[N:9]=[C:10]([N:13]3[C@H:17]([CH2:18][OH:19])[CH2:16][O:15][C:14]3=[O:22])[S:11][CH:12]=2)=[CH:4][CH:3]=1. The yield is 0.690. (7) The reactants are [NH2:1][C:2]1[N:7]=[CH:6][N:5]=[C:4]2[N:8]([CH:12]([C:14]3[C:15]([O:33][CH2:34][CH3:35])=[C:16]([CH:22]4[CH2:25][N:24](C(OC(C)(C)C)=O)[CH2:23]4)[C:17]([F:21])=[C:18]([Cl:20])[CH:19]=3)[CH3:13])[N:9]=[C:10]([CH3:11])[C:3]=12.[ClH:36].O1CCOCC1. The catalyst is ClCCl. The product is [ClH:20].[ClH:36].[NH:24]1[CH2:23][CH:22]([C:16]2[C:15]([O:33][CH2:34][CH3:35])=[C:14]([CH:12]([N:8]3[C:4]4=[N:5][CH:6]=[N:7][C:2]([NH2:1])=[C:3]4[C:10]([CH3:11])=[N:9]3)[CH3:13])[CH:19]=[C:18]([Cl:20])[C:17]=2[F:21])[CH2:25]1. The yield is 0.960. (8) The reactants are [CH:1]([C:4]1[CH:11]=[CH:10][C:9]([CH:12]([CH3:14])[CH3:13])=[CH:8][C:5]=1[CH:6]=[O:7])([CH3:3])[CH3:2].CCO.[BH4-].[Na+].CCCCCCC. The catalyst is CCOC(C)=O. The product is [CH:1]([C:4]1[CH:11]=[CH:10][C:9]([CH:12]([CH3:14])[CH3:13])=[CH:8][C:5]=1[CH2:6][OH:7])([CH3:3])[CH3:2]. The yield is 0.650.